This data is from Full USPTO retrosynthesis dataset with 1.9M reactions from patents (1976-2016). The task is: Predict the reactants needed to synthesize the given product. (1) Given the product [OH:40][C:14]1[CH:13]=[C:12]([C:7]2[CH:8]=[CH:9][CH:10]=[CH:11][C:6]=2[N:5]([S:2]([CH3:1])(=[O:3])=[O:4])[CH3:49])[N:20]2[C:15]=1[CH:16]=[N:17][C:18]([NH:21][C:22]1[CH:27]=[CH:26][C:25]([CH:28]3[CH2:33][CH2:32][N:31]([CH2:34][C:35]([NH2:37])=[O:36])[CH2:30][CH2:29]3)=[CH:24][C:23]=1[O:38][CH3:39])=[N:19]2, predict the reactants needed to synthesize it. The reactants are: [CH3:1][S:2]([N:5]([CH3:49])[C:6]1[CH:11]=[CH:10][CH:9]=[CH:8][C:7]=1[C:12]1[N:20]2[C:15]([CH:16]=[N:17][C:18]([NH:21][C:22]3[CH:27]=[CH:26][C:25]([CH:28]4[CH2:33][CH2:32][N:31]([CH2:34][C:35]([NH2:37])=[O:36])[CH2:30][CH2:29]4)=[CH:24][C:23]=3[O:38][CH3:39])=[N:19]2)=[C:14]([O:40]COCC[Si](C)(C)C)[CH:13]=1)(=[O:4])=[O:3].FC(F)(F)C(O)=O. (2) Given the product [Cl:23][C:19]1[CH:20]=[C:21]([NH:6][CH:1]2[CH2:5][CH2:4][CH2:3][CH2:2]2)[N:16]2[N:15]=[C:14]([C:24]3[CH:25]=[CH:26][C:27]([O:30][CH3:31])=[CH:28][CH:29]=3)[C:13]([C:11]3[CH:10]=[CH:9][N:8]=[C:7]([NH:6][CH:1]4[CH2:5][CH2:4][CH2:3][CH2:2]4)[N:12]=3)=[C:17]2[CH:18]=1, predict the reactants needed to synthesize it. The reactants are: [CH:1]1([NH:6][C:7]2[N:12]=[C:11]([C:13]3[C:14]([C:24]4[CH:29]=[CH:28][C:27]([O:30][CH3:31])=[CH:26][CH:25]=4)=[N:15][N:16]4[C:21](Cl)=[CH:20][C:19]([Cl:23])=[CH:18][C:17]=34)[CH:10]=[CH:9][N:8]=2)[CH2:5][CH2:4][CH2:3][CH2:2]1.